Task: Predict the product of the given reaction.. Dataset: Forward reaction prediction with 1.9M reactions from USPTO patents (1976-2016) Given the reactants [N+:1]([C:4]1[CH:9]=[CH:8][C:7]([C:10]([F:13])([F:12])[F:11])=[CH:6][C:5]=1[S:14]([NH:17][C:18]1[CH:19]=[CH:20][CH:21]=[C:22]2[C:27]=1[N:26]=[CH:25][CH:24]=[CH:23]2)(=[O:16])=[O:15])([O-])=O.Cl[Sn]Cl, predict the reaction product. The product is: [NH2:1][C:4]1[CH:9]=[CH:8][C:7]([C:10]([F:12])([F:11])[F:13])=[CH:6][C:5]=1[S:14]([NH:17][C:18]1[CH:19]=[CH:20][CH:21]=[C:22]2[C:27]=1[N:26]=[CH:25][CH:24]=[CH:23]2)(=[O:15])=[O:16].